Dataset: Reaction yield outcomes from USPTO patents with 853,638 reactions. Task: Predict the reaction yield, written as a fraction of the theoretical maximum amount of product (1.0 means a 100% yield; for example, 0.34 means a 34% yield). The reactants are Br[C:2]1[N:7]=[CH:6][C:5]2[N:8]=[C:9]([CH:14]([O:16][CH:17]3[CH2:22][CH2:21][CH2:20][CH2:19][O:18]3)[CH3:15])[N:10]([CH:11]([CH3:13])[CH3:12])[C:4]=2[CH:3]=1.[Cl:23][C:24]1[N:29]=[C:28]([NH2:30])[CH:27]=[CH:26][N:25]=1.C1(P(C2C=CC=CC=2)C2C3OC4C(=CC=CC=4P(C4C=CC=CC=4)C4C=CC=CC=4)C(C)(C)C=3C=CC=2)C=CC=CC=1.C(=O)([O-])[O-].[Cs+].[Cs+]. The catalyst is O1CCOCC1.C1C=CC(/C=C/C(/C=C/C2C=CC=CC=2)=O)=CC=1.C1C=CC(/C=C/C(/C=C/C2C=CC=CC=2)=O)=CC=1.C1C=CC(/C=C/C(/C=C/C2C=CC=CC=2)=O)=CC=1.[Pd].[Pd]. The product is [Cl:23][C:24]1[N:29]=[C:28]([NH:30][C:2]2[N:7]=[CH:6][C:5]3[N:8]=[C:9]([CH:14]([O:16][CH:17]4[CH2:22][CH2:21][CH2:20][CH2:19][O:18]4)[CH3:15])[N:10]([CH:11]([CH3:13])[CH3:12])[C:4]=3[CH:3]=2)[CH:27]=[CH:26][N:25]=1. The yield is 0.210.